Dataset: Reaction yield outcomes from USPTO patents with 853,638 reactions. Task: Predict the reaction yield, written as a fraction of the theoretical maximum amount of product (1.0 means a 100% yield; for example, 0.34 means a 34% yield). (1) The reactants are [C:1]([C:5]1[CH:10]=[CH:9][C:8]([N:11]2[C@@H:15]([C:16]3[C:17]([F:30])=[CH:18][C:19]4[N:23]=[C:22]([C@@H:24]5[CH2:28][CH2:27][CH2:26][NH:25]5)[NH:21][C:20]=4[CH:29]=3)[CH2:14][CH2:13][C@@H:12]2[C:31]2[C:32]([F:45])=[CH:33][C:34]3[N:38]=[C:37]([C@@H:39]4[CH2:43][CH2:42][CH2:41][NH:40]4)[NH:36][C:35]=3[CH:44]=2)=[CH:7][CH:6]=1)([CH3:4])([CH3:3])[CH3:2].C[N:47]1[CH2:52][CH2:51][O:50]CC1.[CH3:53][O:54][C:55]([NH:57][C@@H:58]([CH:62]([CH3:64])[CH3:63])[C:59](O)=[O:60])=[O:56].C(Cl)CCl.[CH:69]1[CH:70]=CC2N(O)N=NC=2[CH:74]=1.C[CH2:80][O:81][C:82](C)=[O:83]. The catalyst is CN(C=O)C. The product is [C:1]([C:5]1[CH:6]=[CH:7][C:8]([N:11]2[C@@H:15]([C:16]3[C:17]([F:30])=[CH:18][C:19]4[N:23]=[C:22]([C@@H:24]5[CH2:28][CH2:27][CH2:26][N:25]5[C:51](=[O:50])[C@@H:52]([NH:47][C:82]([O:81][CH3:80])=[O:83])[CH:69]([CH3:70])[CH3:74])[NH:21][C:20]=4[CH:29]=3)[CH2:14][CH2:13][C@@H:12]2[C:31]2[C:32]([F:45])=[CH:33][C:34]3[NH:38][C:37]([C@@H:39]4[CH2:43][CH2:42][CH2:41][N:40]4[C:59](=[O:60])[C@@H:58]([NH:57][C:55](=[O:56])[O:54][CH3:53])[CH:62]([CH3:64])[CH3:63])=[N:36][C:35]=3[CH:44]=2)=[CH:9][CH:10]=1)([CH3:4])([CH3:2])[CH3:3]. The yield is 0.180. (2) The reactants are [C:1]([OH:11])(=[O:10])[C:2]1[CH:7]=[CH:6][C:5]([O:8][CH3:9])=[CH:4][CH:3]=1.[N+:12]([O-])([OH:14])=[O:13]. The catalyst is C(OC(=O)C)(=O)C. The product is [N+:12]([C:6]1[CH:7]=[C:2]([CH:3]=[CH:4][C:5]=1[O:8][CH3:9])[C:1]([OH:11])=[O:10])([O-:14])=[O:13]. The yield is 0.720. (3) The reactants are C(OC(=O)[NH:7][C:8]1[CH:13]=[C:12]([F:14])[CH:11]=[CH:10][C:9]=1[C:15]1[CH:24]=[CH:23][C:22]2[C:17](=[CH:18][CH:19]=[C:20]([OH:25])[CH:21]=2)[C:16]=1[C:26](=O)[C:27]1[CH:32]=[CH:31][C:30]([O:33][CH2:34][CH2:35][N:36]2[CH2:41][CH2:40][CH2:39][CH2:38][CH2:37]2)=[CH:29][CH:28]=1)(C)(C)C.C1(OC)C=CC=CC=1.FC(F)(F)C(O)=O.[BH4-].[Na+].C([BH3-])#N.[Na+]. The catalyst is ClCCl. The product is [F:14][C:12]1[CH:11]=[CH:10][C:9]2[C:15]3[CH:24]=[CH:23][C:22]4[CH:21]=[C:20]([OH:25])[CH:19]=[CH:18][C:17]=4[C:16]=3[CH:26]([C:27]3[CH:32]=[CH:31][C:30]([O:33][CH2:34][CH2:35][N:36]4[CH2:37][CH2:38][CH2:39][CH2:40][CH2:41]4)=[CH:29][CH:28]=3)[NH:7][C:8]=2[CH:13]=1. The yield is 0.350. (4) The reactants are C1(P(C2C=CC=CC=2)C2C=CC=CC=2)C=CC=CC=1.CC(OC(/N=N/C(OC(C)C)=O)=O)C.[OH:34][C:35]1[CH:36]=[C:37]([CH:41]=[CH:42][CH:43]=1)[C:38]([NH2:40])=[O:39].C(N(CC)CC)C.[CH2:51](O)[CH2:52][CH2:53][CH2:54]/[CH:55]=[CH:56]\[CH2:57][CH2:58][CH2:59][CH3:60]. The catalyst is C1COCC1. The product is [CH2:51]([O:34][C:35]1[CH:36]=[C:37]([C:38]([NH2:40])=[O:39])[CH:41]=[CH:42][CH:43]=1)[CH2:52][CH2:53][CH2:54]/[CH:55]=[CH:56]\[CH2:57][CH2:58][CH2:59][CH3:60]. The yield is 0.710.